Dataset: Forward reaction prediction with 1.9M reactions from USPTO patents (1976-2016). Task: Predict the product of the given reaction. (1) The product is: [ClH:30].[CH3:23][O:22][C:21]1[C:24]([O:25][CH3:26])=[CH:27][C:28]2[CH2:19][C:18]3[C:14]4[C:5](=[CH:4][C:3]5[O:2][CH2:1][O:17][C:16]=5[CH:15]=4)[CH:6]=[N:7][C:8]=3[C:9]=2[CH:20]=1. Given the reactants [CH2:1]1[O:17][C:16]2[CH:15]=[CH:14][C:5]([CH2:6][NH:7][CH2:8][CH:9](OC)OC)=[CH:4][C:3]=2[O:2]1.[CH:18](=O)[C:19]1[CH:28]=[CH:27][C:24]([O:25][CH3:26])=[C:21]([O:22][CH3:23])[CH:20]=1.[ClH:30], predict the reaction product. (2) Given the reactants Cl[C:2]1[N:3]=[C:4]2[C:10]3[CH:11]=[CH:12][CH:13]=[CH:14][C:9]=3[NH:8][C:7]3[N:15]=[CH:16][CH:17]=[CH:18][C:6]=3[N:5]2[C:19]=1[C:20]1[CH:25]=[CH:24][C:23]([C:26]2([NH:30][C:31](=[O:37])[O:32][C:33]([CH3:36])([CH3:35])[CH3:34])[CH2:29][CH2:28][CH2:27]2)=[CH:22][CH:21]=1.[CH3:38][C:39]1[CH:44]=[CH:43][C:42](B2OC(C)(C)C(C)(C)O2)=[CH:41][C:40]=1[N+:54]([O-:56])=[O:55].C([O-])([O-])=O.[Na+].[Na+], predict the reaction product. The product is: [CH3:38][C:39]1[CH:44]=[CH:43][C:42]([C:2]2[N:3]=[C:4]3[C:10]4[CH:11]=[CH:12][CH:13]=[CH:14][C:9]=4[NH:8][C:7]4[N:15]=[CH:16][CH:17]=[CH:18][C:6]=4[N:5]3[C:19]=2[C:20]2[CH:25]=[CH:24][C:23]([C:26]3([NH:30][C:31](=[O:37])[O:32][C:33]([CH3:36])([CH3:35])[CH3:34])[CH2:27][CH2:28][CH2:29]3)=[CH:22][CH:21]=2)=[CH:41][C:40]=1[N+:54]([O-:56])=[O:55]. (3) Given the reactants [NH:1]1[CH2:6][CH2:5][CH:4]([C:7]2[NH:11][N:10]=[C:9]([C:12]3[CH:17]=[CH:16][C:15]([C:18]([F:21])([F:20])[F:19])=[CH:14][CH:13]=3)[C:8]=2[C:22]2[CH:27]=[CH:26][N:25]=[CH:24][CH:23]=2)[CH2:3][CH2:2]1.[BH-](OC(C)=O)(OC(C)=O)OC(C)=O.[Na+].[OH-].[Na+].[CH3:44][C:45]([CH3:47])=O, predict the reaction product. The product is: [CH3:44][CH:45]([N:1]1[CH2:6][CH2:5][CH:4]([C:7]2[NH:11][N:10]=[C:9]([C:12]3[CH:13]=[CH:14][C:15]([C:18]([F:20])([F:19])[F:21])=[CH:16][CH:17]=3)[C:8]=2[C:22]2[CH:23]=[CH:24][N:25]=[CH:26][CH:27]=2)[CH2:3][CH2:2]1)[CH3:47]. (4) The product is: [Br:20][C:21]1[CH:26]=[C:25]([C:27]2[O:28][C:29]([CH2:32][N:5]3[C:6]4[C:11](=[C:10]([C:13]([F:16])([F:14])[F:15])[C:9]([C:17]#[N:18])=[CH:8][CH:7]=4)[CH:12]=[C:4]3[CH2:3][CH:2]([CH3:19])[CH3:1])=[N:30][N:31]=2)[CH:24]=[N:23][CH:22]=1. Given the reactants [CH3:1][CH:2]([CH3:19])[CH2:3][C:4]1[NH:5][C:6]2[C:11]([CH:12]=1)=[C:10]([C:13]([F:16])([F:15])[F:14])[C:9]([C:17]#[N:18])=[CH:8][CH:7]=2.[Br:20][C:21]1[CH:22]=[N:23][CH:24]=[C:25]([C:27]2[O:28][C:29]([CH2:32]Cl)=[N:30][N:31]=2)[CH:26]=1, predict the reaction product.